This data is from Forward reaction prediction with 1.9M reactions from USPTO patents (1976-2016). The task is: Predict the product of the given reaction. (1) The product is: [CH:1]1([C:5]2[C:14]([C:15]3[CH:19]=[N:18][NH:17][N:16]=3)=[CH:13][C:8]([C:9]([OH:11])=[O:10])=[C:7]([CH3:20])[CH:6]=2)[CH2:2][CH2:3][CH2:4]1. Given the reactants [CH:1]1([C:5]2[C:14]([C:15]3[CH:19]=[N:18][NH:17][N:16]=3)=[CH:13][C:8]([C:9]([O:11]C)=[O:10])=[C:7]([CH3:20])[CH:6]=2)[CH2:4][CH2:3][CH2:2]1, predict the reaction product. (2) The product is: [CH3:19][O:18][C:15]1[CH:16]=[CH:17][C:12](/[CH:4]=[C:25](\[CH:28]([CH3:29])[CH3:27])/[C:24]([O:23][CH2:20][CH3:21])=[O:26])=[CH:13][CH:14]=1. Given the reactants C(C[C:4]([C:12]1[CH:17]=[CH:16][C:15]([O:18][CH3:19])=[CH:14][CH:13]=1)(C)C(C)(O)C([O-])=O)C.[C:20]([O:23][C:24](=[O:26])[CH3:25])(=O)[CH3:21].[CH3:27][C:28](C)([O-])[CH3:29].[K+].O, predict the reaction product. (3) Given the reactants C(NC(C)C)(C)C.C([Li])CCC.[CH:13]1([C:18]([O:20][CH3:21])=[O:19])[CH2:17][CH2:16][CH2:15][CH2:14]1.[Br:22][CH2:23][CH2:24][CH2:25][CH2:26]Br, predict the reaction product. The product is: [CH3:21][O:20][C:18]([C:13]1([CH2:26][CH2:25][CH2:24][CH2:23][Br:22])[CH2:17][CH2:16][CH2:15][CH2:14]1)=[O:19]. (4) Given the reactants [O:1]=[C:2]1[CH2:7][O:6][C@@H:5]2[CH2:8][N:9](C(OC(C)(C)C)=O)[CH2:10][CH2:11][C@H:4]2[NH:3]1.C(O)(C(F)(F)F)=O, predict the reaction product. The product is: [NH:3]1[C:2](=[O:1])[CH2:7][O:6][C@@H:5]2[CH2:8][NH:9][CH2:10][CH2:11][C@@H:4]12. (5) Given the reactants [CH2:1]([CH:3]([CH2:29][CH3:30])[CH:4]([C:10]1[CH:28]=[CH:27][C:13]2[N:14]=[C:15]([C:17]3[CH:26]=[CH:25][C:20]([C:21]([O:23]C)=[O:22])=[CH:19][CH:18]=3)[S:16][C:12]=2[CH:11]=1)[N:5]1[CH:9]=[CH:8][N:7]=[CH:6]1)[CH3:2].[Li+].[OH-], predict the reaction product. The product is: [CH2:29]([CH:3]([CH2:1][CH3:2])[CH:4]([C:10]1[CH:28]=[CH:27][C:13]2[N:14]=[C:15]([C:17]3[CH:26]=[CH:25][C:20]([C:21]([OH:23])=[O:22])=[CH:19][CH:18]=3)[S:16][C:12]=2[CH:11]=1)[N:5]1[CH:9]=[CH:8][N:7]=[CH:6]1)[CH3:30]. (6) The product is: [CH3:17][O:16][C:18]1[CH:25]=[CH:24][C:21]([CH2:22][N:11]2[C:10](=[O:15])[CH:9]([CH2:1][CH2:2][C:3]3[CH:4]=[CH:5][CH:6]=[CH:7][CH:8]=3)[NH:13][C:12]2=[O:14])=[CH:20][CH:19]=1. Given the reactants [CH2:1]([C@@H:9]1[NH:13][C:12](=[O:14])[NH:11][C:10]1=[O:15])[CH2:2][C:3]1[CH:8]=[CH:7][CH:6]=[CH:5][CH:4]=1.[O:16]([C:18]1[CH:25]=[CH:24][C:21]([CH2:22]Cl)=[CH:20][CH:19]=1)[CH3:17], predict the reaction product. (7) Given the reactants [Br:1][C:2]1[CH:7]=[CH:6][C:5]([C@H:8]2[CH2:10][C@@H:9]2[CH:11]=[CH2:12])=[CH:4][CH:3]=1.BrC1C=CC([C@H]2C[C@@H]2C[OH:24])=CC=1, predict the reaction product. The product is: [Br:1][C:2]1[CH:7]=[CH:6][C:5]([C@@H:8]2[CH2:10][C@H:9]2[CH2:11][CH2:12][OH:24])=[CH:4][CH:3]=1. (8) The product is: [F:29][C:26]1[CH:27]=[CH:28][C:23]([C:21]2[N:13]([S:56]([C:53]3[CH:54]=[CH:55][C:50]([F:49])=[CH:51][CH:52]=3)(=[O:58])=[O:57])[CH:12]=[C:14]([C:15]([O:17][CH2:18][CH3:19])=[O:16])[CH:20]=2)=[CH:24][CH:25]=1. Given the reactants FC1C=CC(C(=O)CBr)=CC=1.[C:12]([CH:14]([CH2:20][C:21]([C:23]1[CH:28]=[CH:27][C:26]([F:29])=[CH:25][CH:24]=1)=O)[C:15]([O:17][CH2:18][CH3:19])=[O:16])#[N:13].FC1C=CC(C2NC=C(C(OCC)=O)C=2)=CC=1.[H-].[Na+].[F:49][C:50]1[CH:55]=[CH:54][C:53]([S:56](Cl)(=[O:58])=[O:57])=[CH:52][CH:51]=1, predict the reaction product. (9) Given the reactants CCCCCC.Br[C:8]1[CH:13]=[CH:12][C:11]([O:14][CH3:15])=[CH:10][C:9]=1[O:16][CH3:17].C([Li])CCC.[CH2:23]([Si:26](OC)([O:29][CH3:30])[O:27][CH3:28])[CH2:24][CH3:25], predict the reaction product. The product is: [CH3:17][O:16][C:9]1[CH:10]=[C:11]([O:14][CH3:15])[CH:12]=[CH:13][C:8]=1[Si:26]([CH2:23][CH2:24][CH3:25])([O:29][CH3:30])[O:27][CH3:28]. (10) Given the reactants [N:1]1[CH:6]=[CH:5][CH:4]=[C:3]([O:7][CH2:8][CH2:9][CH2:10][NH2:11])[CH:2]=1.[O:12]=[C:13]([OH:25])[C@@H:14]([C@H:16]([C@H:18]([C@@H:20]([C:22]([OH:24])=[O:23])[OH:21])[OH:19])[OH:17])[OH:15].O, predict the reaction product. The product is: [O:12]=[C:13]([OH:25])[C@@H:14]([C@H:16]([C@H:18]([C@@H:20]([C:22]([OH:24])=[O:23])[OH:21])[OH:19])[OH:17])[OH:15].[N:1]1[CH:6]=[CH:5][CH:4]=[C:3]([O:7][CH2:8][CH2:9][CH2:10][NH2:11])[CH:2]=1.[N:1]1[CH:6]=[CH:5][CH:4]=[C:3]([O:7][CH2:8][CH2:9][CH2:10][NH2:11])[CH:2]=1.